From a dataset of Forward reaction prediction with 1.9M reactions from USPTO patents (1976-2016). Predict the product of the given reaction. (1) Given the reactants [CH3:1][N:2]1[C:6]([C:7]([OH:9])=O)=[CH:5][C:4]([CH2:10][CH2:11][CH2:12][CH2:13][CH3:14])=[N:3]1.Cl.[O:16]1[CH2:20][CH2:19][CH:18]([CH2:21][NH2:22])[CH2:17]1.C(N(CC)CC)C.ON1C2C=CC=CC=2N=N1.Cl.C(N=C=NCCCN(C)C)C, predict the reaction product. The product is: [O:16]1[CH2:20][CH2:19][CH:18]([CH2:21][NH:22][C:7]([C:6]2[N:2]([CH3:1])[N:3]=[C:4]([CH2:10][CH2:11][CH2:12][CH2:13][CH3:14])[CH:5]=2)=[O:9])[CH2:17]1. (2) Given the reactants C[C:2]1[CH:6]=C(C)[N:4]([C:8](=[NH:20])[NH:9][S:10]([C:13]2[CH:18]=[CH:17][C:16]([CH3:19])=[CH:15][CH:14]=2)(=[O:12])=[O:11])[N:3]=1.CS(O)(=O)=O.N[N:27]1[CH2:32]CN(C)[CH2:29][CH2:28]1, predict the reaction product. The product is: [NH2:20][C:8]([NH:4][N:3]1[CH2:2][CH2:6][N:27]([CH3:32])[CH2:28][CH2:29]1)=[N:9][S:10]([C:13]1[CH:14]=[CH:15][C:16]([CH3:19])=[CH:17][CH:18]=1)(=[O:11])=[O:12]. (3) Given the reactants [C:1]([O:4][C@@H:5]([C:7]1[NH:12][C:11](=[O:13])[CH:10]=[CH:9][N:8]=1)[CH3:6])(=[O:3])[CH3:2].C(N(CC)CC)C.[CH3:21][S:22](Cl)(=[O:24])=[O:23], predict the reaction product. The product is: [C:1]([O:4][C@@H:5]([C:7]1[N:12]=[C:11]([O:13][S:22]([CH3:21])(=[O:24])=[O:23])[CH:10]=[CH:9][N:8]=1)[CH3:6])(=[O:3])[CH3:2]. (4) Given the reactants C([O:3][C:4](=[O:33])[C:5]1[CH:10]=[CH:9][CH:8]=[C:7]([N:11]2[C:15]([CH3:16])=[CH:14][CH:13]=[C:12]2[C:17]2[CH:22]=[CH:21][CH:20]=[CH:19][C:18]=2[O:23][CH2:24][C:25]2[CH:30]=[CH:29][C:28]([Cl:31])=[C:27]([Cl:32])[CH:26]=2)[CH:6]=1)C.[OH-].[Na+], predict the reaction product. The product is: [Cl:32][C:27]1[CH:26]=[C:25]([CH:30]=[CH:29][C:28]=1[Cl:31])[CH2:24][O:23][C:18]1[CH:19]=[CH:20][CH:21]=[CH:22][C:17]=1[C:12]1[N:11]([C:7]2[CH:6]=[C:5]([CH:10]=[CH:9][CH:8]=2)[C:4]([OH:33])=[O:3])[C:15]([CH3:16])=[CH:14][CH:13]=1. (5) The product is: [C:22]([O:25][CH2:26][CH2:27][O:14][C:5]1[N:4]([CH3:15])[N:3]=[C:2]([NH2:1])[C:6]=1[C:7]1[CH:8]=[CH:9][C:10]([CH3:13])=[CH:11][CH:12]=1)(=[O:24])[CH3:23]. Given the reactants [NH2:1][C:2]1[C:6]([C:7]2[CH:12]=[CH:11][C:10]([CH3:13])=[CH:9][CH:8]=2)=[C:5]([OH:14])[N:4]([CH3:15])[N:3]=1.C(=O)([O-])[O-].[Cs+].[Cs+].[C:22]([O:25][CH2:26][CH2:27]Br)(=[O:24])[CH3:23], predict the reaction product. (6) Given the reactants [N:1]1[CH:6]=[CH:5][CH:4]=[CH:3][C:2]=1[CH2:7][NH2:8].[CH:9]1([C:12](=O)[CH3:13])[CH2:11][CH2:10]1.[BH4-].[Na+], predict the reaction product. The product is: [CH:9]1([CH:12]([NH:8][CH2:7][C:2]2[CH:3]=[CH:4][CH:5]=[CH:6][N:1]=2)[CH3:13])[CH2:11][CH2:10]1.